Dataset: Forward reaction prediction with 1.9M reactions from USPTO patents (1976-2016). Task: Predict the product of the given reaction. (1) Given the reactants [CH3:1][C:2]1[C:7]([C:8]#[N:9])=[C:6]([CH:10]2[CH2:15][CH2:14][CH2:13][CH2:12][O:11]2)[C:5]([C:16]#[N:17])=[C:4]([SH:18])[N:3]=1.Cl[CH2:20][C:21]1[N:22]=[C:23]([C:26]2[CH:31]=[CH:30][C:29]([Cl:32])=[CH:28][CH:27]=2)[S:24][CH:25]=1.C(=O)(O)[O-].[Na+].NC1C(C#N)=C(C2CCCCO2)C(C#N)=C(SCC2N=C(C3C=CC(Cl)=CC=3)SC=2)N=1, predict the reaction product. The product is: [Cl:32][C:29]1[CH:28]=[CH:27][C:26]([C:23]2[S:24][CH:25]=[C:21]([CH2:20][S:18][C:4]3[C:5]([C:16]#[N:17])=[C:6]([CH:10]4[CH2:15][CH2:14][CH2:13][CH2:12][O:11]4)[C:7]([C:8]#[N:9])=[C:2]([CH3:1])[N:3]=3)[N:22]=2)=[CH:31][CH:30]=1. (2) The product is: [Cl:11][C:10]1[C:5]([CH2:4][CH2:3][OH:2])=[C:6]([Cl:12])[N:7]=[CH:8][N:9]=1. Given the reactants C[O:2][C:3](=O)[CH2:4][C:5]1[C:6]([Cl:12])=[N:7][CH:8]=[N:9][C:10]=1[Cl:11].CC(C[AlH]CC(C)C)C, predict the reaction product. (3) Given the reactants [CH3:1][O:2][C:3](=[O:27])[CH2:4][C@H:5]1[C:9]2[CH:10]=[CH:11][C:12]([O:14][C@H:15]3[C:23]4[C:18](=[C:19](Br)[C:20]([C:24]#[N:25])=[CH:21][CH:22]=4)[CH2:17][CH2:16]3)=[CH:13][C:8]=2[O:7][CH2:6]1.[Br-].[F:29][C:30]1[CH:37]=[CH:36][CH:35]=[C:34]([F:38])[C:31]=1[CH2:32][Zn+], predict the reaction product. The product is: [CH3:1][O:2][C:3](=[O:27])[CH2:4][C@H:5]1[C:9]2[CH:10]=[CH:11][C:12]([O:14][C@H:15]3[C:23]4[C:18](=[C:19]([CH2:32][C:31]5[C:30]([F:29])=[CH:37][CH:36]=[CH:35][C:34]=5[F:38])[C:20]([C:24]#[N:25])=[CH:21][CH:22]=4)[CH2:17][CH2:16]3)=[CH:13][C:8]=2[O:7][CH2:6]1. (4) Given the reactants [C:1]([C:3]1[CH:4]=[CH:5][C:6]([C:9]2[N:13]([C:14]3[N:15]=[N:16][C:17]([O:20][CH3:21])=[CH:18][CH:19]=3)[N:12]=[C:11]([C:22](O)=[O:23])[CH:10]=2)=[N:7][CH:8]=1)#[N:2].[CH2:25]([NH:27][CH3:28])[CH3:26], predict the reaction product. The product is: [CH2:25]([N:27]([CH3:28])[C:22]([C:11]1[CH:10]=[C:9]([C:6]2[CH:5]=[CH:4][C:3]([C:1]#[N:2])=[CH:8][N:7]=2)[N:13]([C:14]2[N:15]=[N:16][C:17]([O:20][CH3:21])=[CH:18][CH:19]=2)[N:12]=1)=[O:23])[CH3:26]. (5) Given the reactants Cl.Cl.[C:3]12([NH2:12])[CH2:10][C:7]([NH2:11])([CH2:8][CH2:9]1)[CH2:6][CH2:5][CH2:4]2.[CH3:13][C:14]1[N:19]=[C:18]([C:20]([OH:22])=O)[CH:17]=[CH:16][CH:15]=1.[Cl:23][C:24]1[CH:25]=[C:26]([CH:30]=[CH:31][CH:32]=1)[C:27]([OH:29])=[O:28].C([N:35](CC)CC)C.Cl.CN(C)CCCN=C=NCC, predict the reaction product. The product is: [Cl:23][C:24]1[CH:25]=[C:26]([CH:30]=[CH:31][CH:32]=1)[C:27]([NH:11][C:7]12[CH2:10][C:3]([NH:12][C:20]([C:18]3[CH:17]=[CH:16][CH:15]=[C:14]([CH3:13])[N:19]=3)=[O:22])([CH2:9][CH2:8]1)[CH2:4][CH2:5][CH2:6]2)=[O:28].[C:3]12([NH:12][C:20](=[O:22])[C:18]3[CH:17]=[CH:16][CH:15]=[C:14]([CH3:13])[N:19]=3)[CH2:10][C:7]([NH:11][C:27](=[O:29])[C:26]3[CH:30]=[CH:31][CH:32]=[C:24]([CH3:25])[N:35]=3)([CH2:8][CH2:9]1)[CH2:6][CH2:5][CH2:4]2. (6) Given the reactants [F:1][C:2]1[CH:3]=[C:4]([C:8]2[C:17]3[N:16]=[CH:15][CH:14]=[CH:13][C:12]=3[C:11]([C:18]#[N:19])=[CH:10][C:9]=2[CH:20]=[O:21])[CH:5]=[CH:6][CH:7]=1.[CH3:22][Mg]Br, predict the reaction product. The product is: [F:1][C:2]1[CH:3]=[C:4]([C:8]2[C:17]3[N:16]=[CH:15][CH:14]=[CH:13][C:12]=3[C:11]([C:18]#[N:19])=[CH:10][C:9]=2[CH:20]([OH:21])[CH3:22])[CH:5]=[CH:6][CH:7]=1. (7) Given the reactants [NH2:1][C:2]1[C:11]2[C:6](=[CH:7][CH:8]=[C:9]([O:12][CH3:13])[CH:10]=2)[CH:5]=[C:4]([C:14]2[CH:19]=[CH:18][N:17]=[C:16]([NH:20][CH3:21])[N:15]=2)[CH:3]=1.C(N(CC)C(C)C)(C)C.[C:31]([C:35]1[CH:43]=[CH:42][C:38]([C:39](Cl)=[O:40])=[CH:37][CH:36]=1)([CH3:34])([CH3:33])[CH3:32], predict the reaction product. The product is: [C:31]([C:35]1[CH:36]=[CH:37][C:38]([C:39]([NH:1][C:2]2[C:11]3[C:6](=[CH:7][CH:8]=[C:9]([O:12][CH3:13])[CH:10]=3)[CH:5]=[C:4]([C:14]3[CH:19]=[CH:18][N:17]=[C:16]([NH:20][CH3:21])[N:15]=3)[CH:3]=2)=[O:40])=[CH:42][CH:43]=1)([CH3:34])([CH3:32])[CH3:33].